From a dataset of TCR-epitope binding with 47,182 pairs between 192 epitopes and 23,139 TCRs. Binary Classification. Given a T-cell receptor sequence (or CDR3 region) and an epitope sequence, predict whether binding occurs between them. The epitope is QARQMVQAMRTIGTHP. The TCR CDR3 sequence is CASSPDRGTEAFF. Result: 0 (the TCR does not bind to the epitope).